Dataset: Full USPTO retrosynthesis dataset with 1.9M reactions from patents (1976-2016). Task: Predict the reactants needed to synthesize the given product. (1) Given the product [Cl:1][C:2]1[CH:3]=[N:4][C:5]2[N:6]([N:8]=[C:9]([C:11]([N:26]3[CH2:25][CH2:24][C:23]4[C:28](=[CH:29][CH:30]=[C:21]([C:18]5[CH:19]=[N:20][C:15]([F:14])=[CH:16][CH:17]=5)[CH:22]=4)[CH:27]3[CH3:31])=[O:13])[CH:10]=2)[CH:7]=1, predict the reactants needed to synthesize it. The reactants are: [Cl:1][C:2]1[CH:3]=[N:4][C:5]2[N:6]([N:8]=[C:9]([C:11]([OH:13])=O)[CH:10]=2)[CH:7]=1.[F:14][C:15]1[N:20]=[CH:19][C:18]([C:21]2[CH:22]=[C:23]3[C:28](=[CH:29][CH:30]=2)[CH:27]([CH3:31])[NH:26][CH2:25][CH2:24]3)=[CH:17][CH:16]=1. (2) Given the product [C:36]1([NH:35][C:9](=[O:8])[CH2:10][CH2:11][CH2:12][CH2:13][Si:14]([CH2:26][CH:27]([CH3:29])[CH3:28])([CH2:30][CH:31]([CH3:32])[CH3:33])[O:15][CH2:16][CH2:17][CH2:18][CH2:19][C:20]2[CH:25]=[CH:24][CH:23]=[CH:22][CH:21]=2)[CH:41]=[CH:40][CH:39]=[CH:38][CH:37]=1, predict the reactants needed to synthesize it. The reactants are: O=C1CCC(=O)N1[O:8][C:9](=O)[CH2:10][CH2:11][CH2:12][CH2:13][Si:14]([CH2:30][CH:31]([CH3:33])[CH3:32])([CH2:26][CH:27]([CH3:29])[CH3:28])[O:15][CH2:16][CH2:17][CH2:18][CH2:19][C:20]1[CH:25]=[CH:24][CH:23]=[CH:22][CH:21]=1.[NH2:35][C:36]1[CH:41]=[CH:40][CH:39]=[CH:38][CH:37]=1.C(N(CC)CC)C. (3) Given the product [C:1]([O:5][C:6](=[O:40])[N:7]([C:8]1[N:16]=[CH:15][N:14]=[C:13]2[C:9]=1[N:10]=[CH:11][N:12]2[C:17]1[CH:18]=[CH:19][C:20]([NH:23][C:24]([NH:26][C:27]2[CH:32]=[CH:31][C:30]([CH:33]=[O:42])=[C:29]([C:35]([F:38])([F:36])[F:37])[CH:28]=2)=[O:25])=[CH:21][CH:22]=1)[CH3:39])([CH3:2])([CH3:3])[CH3:4], predict the reactants needed to synthesize it. The reactants are: [C:1]([O:5][C:6](=[O:40])[N:7]([CH3:39])[C:8]1[N:16]=[CH:15][N:14]=[C:13]2[C:9]=1[N:10]=[CH:11][N:12]2[C:17]1[CH:22]=[CH:21][C:20]([NH:23][C:24]([NH:26][C:27]2[CH:32]=[CH:31][C:30]([CH:33]=C)=[C:29]([C:35]([F:38])([F:37])[F:36])[CH:28]=2)=[O:25])=[CH:19][CH:18]=1)([CH3:4])([CH3:3])[CH3:2].I([O-])(=O)(=O)=[O:42].[Na+]. (4) Given the product [C:64](=[O:65])([O:1][C@H:2]([C@@H:31]([NH:39][C:40](=[O:63])[C@@H:41]([N:46]1[CH2:50][CH2:49][N:48]([CH2:51][C:52]2[CH:57]=[CH:56][CH:55]=[C:54]([C:58]([OH:61])([CH3:60])[CH3:59])[N:53]=2)[C:47]1=[O:62])[C:42]([CH3:43])([CH3:44])[CH3:45])[CH2:32][C:33]1[CH:34]=[CH:35][CH:36]=[CH:37][CH:38]=1)[CH2:3][C@H:4]([NH:18][C:19](=[O:20])[C@H:21]([C:22]([CH3:25])([CH3:24])[CH3:23])[NH:26][C:27]([O:28][CH3:29])=[O:30])[CH2:5][C:6]1[CH:7]=[CH:8][C:9]([C:12]2[CH:17]=[CH:16][CH:15]=[CH:14][N:13]=2)=[CH:10][CH:11]=1)[O:66][C:67]([CH3:70])([CH3:69])[CH3:68], predict the reactants needed to synthesize it. The reactants are: [OH:1][C@H:2]([C@@H:31]([NH:39][C:40](=[O:63])[C@@H:41]([N:46]1[CH2:50][CH2:49][N:48]([CH2:51][C:52]2[CH:57]=[CH:56][CH:55]=[C:54]([C:58]([OH:61])([CH3:60])[CH3:59])[N:53]=2)[C:47]1=[O:62])[C:42]([CH3:45])([CH3:44])[CH3:43])[CH2:32][C:33]1[CH:38]=[CH:37][CH:36]=[CH:35][CH:34]=1)[CH2:3][C@H:4]([NH:18][C:19]([C@@H:21]([NH:26][C:27](=[O:30])[O:28][CH3:29])[C:22]([CH3:25])([CH3:24])[CH3:23])=[O:20])[CH2:5][C:6]1[CH:11]=[CH:10][C:9]([C:12]2[CH:17]=[CH:16][CH:15]=[CH:14][N:13]=2)=[CH:8][CH:7]=1.[C:64](O[C:64]([O:66][C:67]([CH3:70])([CH3:69])[CH3:68])=[O:65])([O:66][C:67]([CH3:70])([CH3:69])[CH3:68])=[O:65].C(OCC)(=O)C. (5) Given the product [CH3:19][O:20][C:21]([C:23]1[S:24][C:25]([CH2:28][CH2:29][CH2:30][C@H:31]2[CH2:35][CH2:34][CH:33]=[C:32]2[C:36]2[CH:37]=[CH:38][C:39]([C@@H:42]([OH:48])[CH2:43][CH2:44][CH2:45][CH2:46][CH3:47])=[CH:40][CH:41]=2)=[CH:26][CH:27]=1)=[O:22], predict the reactants needed to synthesize it. The reactants are: CCCC[N+](CCCC)(CCCC)CCCC.[F-].[CH3:19][O:20][C:21]([C:23]1[S:24][C:25]([CH2:28][CH2:29][CH2:30][C@H:31]2[CH2:35][CH2:34][CH:33]=[C:32]2[C:36]2[CH:41]=[CH:40][C:39]([C@@H:42]([O:48][Si](C(C)(C)C)(C)C)[CH2:43][CH2:44][CH2:45][CH2:46][CH3:47])=[CH:38][CH:37]=2)=[CH:26][CH:27]=1)=[O:22]. (6) Given the product [O:9]1[C:10]2[CH:2]=[CH:3][CH:4]=[CH:5][C:6]=2[C:7]([NH:11][C:12]2[CH:17]=[CH:16][CH:15]=[C:14]([NH2:18])[CH:13]=2)=[N:8]1, predict the reactants needed to synthesize it. The reactants are: Br[C:2]1[C:10]2[O:9][N:8]=[C:7]([NH:11][C:12]3[CH:17]=[CH:16][CH:15]=[C:14]([N+:18]([O-])=O)[CH:13]=3)[C:6]=2[CH:5]=[CH:4][CH:3]=1.[H][H].